From a dataset of Peptide-MHC class II binding affinity with 134,281 pairs from IEDB. Regression. Given a peptide amino acid sequence and an MHC pseudo amino acid sequence, predict their binding affinity value. This is MHC class II binding data. (1) The peptide sequence is DEPMVQVEAGKVNHS. The MHC is HLA-DQA10301-DQB10302 with pseudo-sequence HLA-DQA10301-DQB10302. The binding affinity (normalized) is 0. (2) The peptide sequence is IAKVPPGPNITATYG. The MHC is HLA-DQA10102-DQB10502 with pseudo-sequence HLA-DQA10102-DQB10502. The binding affinity (normalized) is 0. (3) The peptide sequence is DSTVIRNLKNAGLIV. The MHC is DRB1_0404 with pseudo-sequence DRB1_0404. The binding affinity (normalized) is 0.715. (4) The peptide sequence is SRSFLKHSLLRTQRL. The MHC is DRB1_0405 with pseudo-sequence DRB1_0405. The binding affinity (normalized) is 0.308.